This data is from NCI-60 drug combinations with 297,098 pairs across 59 cell lines. The task is: Regression. Given two drug SMILES strings and cell line genomic features, predict the synergy score measuring deviation from expected non-interaction effect. (1) Drug 1: C1CNP(=O)(OC1)N(CCCl)CCCl. Drug 2: CC1C(C(CC(O1)OC2CC(CC3=C2C(=C4C(=C3O)C(=O)C5=CC=CC=C5C4=O)O)(C(=O)C)O)N)O. Cell line: HOP-92. Synergy scores: CSS=47.2, Synergy_ZIP=10.5, Synergy_Bliss=11.8, Synergy_Loewe=-41.1, Synergy_HSA=7.48. (2) Drug 1: CC(C1=C(C=CC(=C1Cl)F)Cl)OC2=C(N=CC(=C2)C3=CN(N=C3)C4CCNCC4)N. Drug 2: C1=NC2=C(N=C(N=C2N1C3C(C(C(O3)CO)O)F)Cl)N. Cell line: SW-620. Synergy scores: CSS=28.7, Synergy_ZIP=-0.952, Synergy_Bliss=2.58, Synergy_Loewe=-2.99, Synergy_HSA=2.36. (3) Drug 1: C1=C(C(=O)NC(=O)N1)F. Drug 2: C(CN)CNCCSP(=O)(O)O. Cell line: M14. Synergy scores: CSS=26.1, Synergy_ZIP=2.65, Synergy_Bliss=3.86, Synergy_Loewe=-11.2, Synergy_HSA=1.44. (4) Synergy scores: CSS=50.8, Synergy_ZIP=5.86, Synergy_Bliss=7.69, Synergy_Loewe=-17.6, Synergy_HSA=9.45. Drug 1: C1CCC(C(C1)N)N.C(=O)(C(=O)[O-])[O-].[Pt+4]. Drug 2: CC1C(C(CC(O1)OC2CC(CC3=C2C(=C4C(=C3O)C(=O)C5=CC=CC=C5C4=O)O)(C(=O)C)O)N)O. Cell line: IGROV1. (5) Drug 1: CC1CCC2CC(C(=CC=CC=CC(CC(C(=O)C(C(C(=CC(C(=O)CC(OC(=O)C3CCCCN3C(=O)C(=O)C1(O2)O)C(C)CC4CCC(C(C4)OC)OCCO)C)C)O)OC)C)C)C)OC. Drug 2: C(CN)CNCCSP(=O)(O)O. Cell line: SK-OV-3. Synergy scores: CSS=6.32, Synergy_ZIP=-4.71, Synergy_Bliss=-1.85, Synergy_Loewe=-19.9, Synergy_HSA=-3.09. (6) Drug 1: C1=C(C(=O)NC(=O)N1)F. Drug 2: CC1=CC=C(C=C1)C2=CC(=NN2C3=CC=C(C=C3)S(=O)(=O)N)C(F)(F)F. Cell line: NCIH23. Synergy scores: CSS=40.8, Synergy_ZIP=-6.66, Synergy_Bliss=-10.2, Synergy_Loewe=-7.07, Synergy_HSA=-6.26. (7) Drug 1: C1=CC(=CC=C1CCC2=CNC3=C2C(=O)NC(=N3)N)C(=O)NC(CCC(=O)O)C(=O)O. Drug 2: COC1=NC(=NC2=C1N=CN2C3C(C(C(O3)CO)O)O)N. Cell line: MOLT-4. Synergy scores: CSS=88.8, Synergy_ZIP=0.754, Synergy_Bliss=0.485, Synergy_Loewe=0.416, Synergy_HSA=2.01. (8) Drug 1: C1CCC(C1)C(CC#N)N2C=C(C=N2)C3=C4C=CNC4=NC=N3. Drug 2: C(CC(=O)O)C(=O)CN.Cl. Cell line: SW-620. Synergy scores: CSS=4.60, Synergy_ZIP=-0.0994, Synergy_Bliss=-0.304, Synergy_Loewe=-10.2, Synergy_HSA=-3.38.